This data is from Full USPTO retrosynthesis dataset with 1.9M reactions from patents (1976-2016). The task is: Predict the reactants needed to synthesize the given product. (1) Given the product [CH3:1][CH:2]1[CH2:8][CH2:7][N:6]([S:9]([C:12]2[CH:13]=[CH:14][C:15]([CH3:16])=[CH:17][CH:18]=2)(=[O:11])=[O:10])[CH2:5][C:4]2[N:19]=[C:20]([C:21]3[CH:26]=[CH:25][CH:24]=[CH:23][N:22]=3)[O:27][C:3]1=2, predict the reactants needed to synthesize it. The reactants are: [CH3:1][CH:2]1[CH2:8][CH2:7][N:6]([S:9]([C:12]2[CH:18]=[CH:17][C:15]([CH3:16])=[CH:14][CH:13]=2)(=[O:11])=[O:10])[CH2:5][CH:4]([NH:19][C:20](=[O:27])[C:21]2[CH:26]=[CH:25][CH:24]=[CH:23][N:22]=2)[C:3]1=O.CC[N+](S(N=C(OC)[O-])(=O)=O)(CC)CC. (2) Given the product [NH2:13][C:14]1[N:19]=[C:18]([CH:20]2[CH2:25][CH2:24][CH2:23][N:22]([C:26]([O:28][C:29]([CH3:32])([CH3:30])[CH3:31])=[O:27])[CH2:21]2)[CH:17]=[C:16]([C:33]2[C:34]([OH:40])=[CH:35][CH:36]=[CH:37][C:38]=2[O:39][CH2:47][CH:45]([OH:46])[CH2:44][OH:43])[N:15]=1, predict the reactants needed to synthesize it. The reactants are: N(C(OCC)=O)=NC(OCC)=O.[NH2:13][C:14]1[N:19]=[C:18]([CH:20]2[CH2:25][CH2:24][CH2:23][N:22]([C:26]([O:28][C:29]([CH3:32])([CH3:31])[CH3:30])=[O:27])[CH2:21]2)[CH:17]=[C:16]([C:33]2[C:38]([OH:39])=[CH:37][CH:36]=[CH:35][C:34]=2[OH:40])[N:15]=1.CC1(C)[O:46][CH:45]([CH2:47]O)[CH2:44][O:43]1.C1(P(C2C=CC=CC=2)C2C=CC=CC=2)C=CC=CC=1.